From a dataset of Experimentally validated miRNA-target interactions with 360,000+ pairs, plus equal number of negative samples. Binary Classification. Given a miRNA mature sequence and a target amino acid sequence, predict their likelihood of interaction. (1) The miRNA is hsa-miR-6831-3p with sequence UGACUAACUCCCACUCUACAG. The protein sequence of the target gene is MLLKEYRICMPLTVDEYKIGQLYMISKHSHEQSDRGEGVEVVQNEPFEDPHHGNGQFTEKRVYLNSKLPSWARAVVPKIFYVTEKAWNYYPYTITEYTCSFLPKFSIHIETKYEDNKGSNDSIFDSEAKDLEREVCFIDIACDEIPERYYKESEDPKHFKSEKTGRGQLREGWRDNHQPIMCSYKLVTVKFEVWGLQTRVEQFVHKVVRDILLIGHRQAFAWVDEWYDMTMDEVREFERATQEATNKKIGVFPPAISISSIALLPSSVRSAPSSAPSTPLSTDAPEFLSIPKDRPRKKSA.... Result: 0 (no interaction). (2) The miRNA is hsa-miR-6829-3p with sequence UGCCUCCUCCGUGGCCUCAG. The protein sequence of the target gene is MPGPRVWGKYLWRSPHSKGCPGAMWWLLLWGVLQACPTRGSVLLAQELPQQLTSPGYPEPYGKGQESSTDIKAPEGFAVRLVFQDFDLEPSQDCAGDSVTISFVGSDPSQFCGQQGSPLGRPPGQREFVSSGRSLRLTFRTQPSSENKTAHLHKGFLALYQTVAVNYSQPISEASRGSEAINAPGDNPAKVQNHCQEPYYQAAAAGALTCATPGTWKDRQDGEEVLQCMPVCGRPVTPIAQNQTTLGSSRAKLGNFPWQAFTSIHGRGGGALLGDRWILTAAHTIYPKDSVSLRKNQSVN.... Result: 1 (interaction). (3) The miRNA is mmu-miR-743a-3p with sequence GAAAGACACCAAGCUGAGUAGA. The protein sequence of the target gene is MMFSGFNADYEASSSRCSSASPAGDSLSYYHSPADSFSSMGSPVNAQDYCTDLAVSSANFIPTVTAISTSPDLQWLVQPTLVSSVAPSQTRAPHPYGVPTPSAGAYSRAGVMKTMTGGRAQSIGRRGKVEQLSPEEEEKRRIRRERNKMAAAKCRNRRRELTDTLQAETDQLEDEKSALQTEIANLLKEKEKLEFILAAHRPACKIPDDLGFPEEMSVASLDLSGGLPEAATPESEEAFTLPLLNDPEPKPSVEPVKSVGSMELKAEPFDDYMFPASSRPSGSETARSVPDMDLSGSFYA.... Result: 0 (no interaction).